Dataset: Reaction yield outcomes from USPTO patents with 853,638 reactions. Task: Predict the reaction yield, written as a fraction of the theoretical maximum amount of product (1.0 means a 100% yield; for example, 0.34 means a 34% yield). The reactants are [NH2:1][CH2:2][C:3]1[CH:4]=[C:5]([C:9]2[CH:10]=[C:11]3[C:16]([NH:17][C@H:18]([CH3:23])[C:19]([F:22])([CH3:21])[CH3:20])=[C:15]([C:24]([NH2:26])=[O:25])[CH:14]=[N:13][N:12]3[CH:27]=2)[CH:6]=[CH:7][CH:8]=1.[CH:28]1([C:31](O)=[O:32])[CH2:30][CH2:29]1.C(N(CC)CC)C.F[P-](F)(F)(F)(F)F.N1(O[P+](N(C)C)(N(C)C)N(C)C)C2C=CC=CC=2N=N1. The catalyst is CN(C=O)C. The product is [CH:28]1([C:31]([NH:1][CH2:2][C:3]2[CH:4]=[C:5]([C:9]3[CH:10]=[C:11]4[C:16]([NH:17][C@H:18]([CH3:23])[C:19]([F:22])([CH3:21])[CH3:20])=[C:15]([C:24]([NH2:26])=[O:25])[CH:14]=[N:13][N:12]4[CH:27]=3)[CH:6]=[CH:7][CH:8]=2)=[O:32])[CH2:30][CH2:29]1. The yield is 0.530.